Dataset: Full USPTO retrosynthesis dataset with 1.9M reactions from patents (1976-2016). Task: Predict the reactants needed to synthesize the given product. (1) Given the product [N:4]1[CH:5]=[CH:6][CH:7]=[CH:8][C:3]=1[CH2:2][NH:1][CH:9]=[O:10], predict the reactants needed to synthesize it. The reactants are: [NH2:1][CH2:2][C:3]1[CH:8]=[CH:7][CH:6]=[CH:5][N:4]=1.[CH:9](O)=[O:10]. (2) Given the product [CH2:1]([N:3]1[C:5](=[O:10])[CH2:6][C:7]([CH3:9])=[N:4]1)[CH3:2], predict the reactants needed to synthesize it. The reactants are: [CH2:1]([NH:3][NH2:4])[CH3:2].[C:5](OC)(=[O:10])[CH2:6][C:7]([CH3:9])=O. (3) The reactants are: [CH2:1]([O:8][C:9]([NH:11][CH2:12][CH2:13][C:14]([OH:16])=O)=[O:10])[C:2]1[CH:7]=[CH:6][CH:5]=[CH:4][CH:3]=1.[C:17]([O:21][C:22](=[O:27])[NH:23][CH2:24][CH2:25][NH2:26])([CH3:20])([CH3:19])[CH3:18].C(Cl)CCl.C1C=CC2N(O)N=NC=2C=1. Given the product [CH2:1]([O:8][C:9](=[O:10])[NH:11][CH2:12][CH2:13][C:14]([NH:26][CH2:25][CH2:24][NH:23][C:22]([O:21][C:17]([CH3:20])([CH3:19])[CH3:18])=[O:27])=[O:16])[C:2]1[CH:3]=[CH:4][CH:5]=[CH:6][CH:7]=1, predict the reactants needed to synthesize it. (4) Given the product [CH3:18][C:19]1([CH3:28])[CH:24]2[CH2:25][CH:20]1[CH2:21][CH:22]=[C:23]2[CH2:26][NH:6][C@@H:5]([CH2:7][CH:8]([CH3:10])[CH3:9])[C:4]([O:3][CH3:2])=[O:11], predict the reactants needed to synthesize it. The reactants are: Cl.[CH3:2][O:3][C:4](=[O:11])[C@H:5]([CH2:7][CH:8]([CH3:10])[CH3:9])[NH2:6].[O-]S([O-])(=O)=O.[Mg+2].[CH3:18][C:19]1([CH3:28])[CH:24]2[CH2:25][CH:20]1[CH2:21][CH:22]=[C:23]2[CH:26]=O.CCN(CC)CC.[BH4-].[Na+]. (5) Given the product [ClH:51].[ClH:51].[CH2:1]1[O:9][C:8]2[CH:7]=[CH:6][C:5]([N:10]([CH:11]3[CH2:16][CH2:15][N:14]([CH2:17][C:18]4[CH:23]=[CH:22][N:21]=[C:20]([C:24]5[CH:25]=[C:26]([O:34][CH3:35])[C:27]([O:32][CH3:33])=[C:28]([O:30][CH3:31])[CH:29]=5)[CH:19]=4)[CH2:13][CH2:12]3)[CH2:50][C:49]3[CH:52]=[CH:53][CH:54]=[CH:55][C:48]=3[C:40]3[CH:41]=[C:42]([O:46][CH3:47])[C:43]([O:44][CH3:45])=[C:38]([O:37][CH3:36])[CH:39]=3)=[CH:4][C:3]=2[O:2]1, predict the reactants needed to synthesize it. The reactants are: [CH2:1]1[O:9][C:8]2[CH:7]=[CH:6][C:5]([NH:10][CH:11]3[CH2:16][CH2:15][N:14]([CH2:17][C:18]4[CH:23]=[CH:22][N:21]=[C:20]([C:24]5[CH:29]=[C:28]([O:30][CH3:31])[C:27]([O:32][CH3:33])=[C:26]([O:34][CH3:35])[CH:25]=5)[CH:19]=4)[CH2:13][CH2:12]3)=[CH:4][C:3]=2[O:2]1.[CH3:36][O:37][C:38]1[CH:39]=[C:40]([C:48]2[CH:55]=[CH:54][CH:53]=[CH:52][C:49]=2[CH2:50][Cl:51])[CH:41]=[C:42]([O:46][CH3:47])[C:43]=1[O:44][CH3:45]. (6) Given the product [F:1][C:2]([F:29])([CH2:21][O:22][C:23]1[CH:24]=[CH:25][CH:26]=[CH:27][CH:28]=1)/[CH:3]=[CH:4]/[C@H:5]1[C@H:9]([OH:10])[CH2:8][C@H:7]([OH:11])[C@@H:6]1[CH2:12]/[CH:13]=[CH:14]\[CH2:15][CH2:16][CH2:17][C:18]([O:20][CH2:31][CH2:32][O:33][C:34]1[CH:35]=[C:36]([CH:37]=[O:38])[CH:39]=[CH:40][C:41]=1[CH3:42])=[O:19], predict the reactants needed to synthesize it. The reactants are: [F:1][C:2]([F:29])([CH2:21][O:22][C:23]1[CH:28]=[CH:27][CH:26]=[CH:25][CH:24]=1)/[CH:3]=[CH:4]/[C@H:5]1[C@H:9]([OH:10])[CH2:8][C@H:7]([OH:11])[C@@H:6]1[CH2:12]/[CH:13]=[CH:14]\[CH2:15][CH2:16][CH2:17][C:18]([OH:20])=[O:19].I[CH2:31][CH2:32][O:33][C:34]1[CH:35]=[C:36]([CH:39]=[CH:40][C:41]=1[CH3:42])[CH:37]=[O:38].C1CCN2C(=NCCC2)CC1. (7) Given the product [S:1]1[CH:5]=[CH:4][CH:3]=[C:2]1[S:6]([N:16]1[CH2:17][CH2:18][CH2:19][C@@H:14]([C:13]([OH:20])=[O:12])[CH2:15]1)(=[O:8])=[O:7], predict the reactants needed to synthesize it. The reactants are: [S:1]1[CH:5]=[CH:4][CH:3]=[C:2]1[S:6](Cl)(=[O:8])=[O:7].C([O:12][C:13](=[O:20])[C@@H:14]1[CH2:19][CH2:18][CH2:17][NH:16][CH2:15]1)C.S(Cl)(Cl)(=O)=O. (8) Given the product [NH:28]([CH2:1][C:3]1[CH:4]=[CH:5][C:6]([C:9]2[N:14]=[CH:13][N:12]=[C:11]([NH:15][C@H:16]([C:24]([O:26][CH3:27])=[O:25])[CH2:17][C:18]3[CH:19]=[CH:20][CH:21]=[CH:22][CH:23]=3)[CH:10]=2)=[CH:7][CH:8]=1)[C:29]1[CH:34]=[CH:33][CH:32]=[CH:31][CH:30]=1, predict the reactants needed to synthesize it. The reactants are: [CH:1]([C:3]1[CH:8]=[CH:7][C:6]([C:9]2[N:14]=[CH:13][N:12]=[C:11]([NH:15][C@H:16]([C:24]([O:26][CH3:27])=[O:25])[CH2:17][C:18]3[CH:23]=[CH:22][CH:21]=[CH:20][CH:19]=3)[CH:10]=2)=[CH:5][CH:4]=1)=O.[NH2:28][C:29]1[CH:34]=[CH:33][CH:32]=[CH:31][CH:30]=1.S([O-])([O-])(=O)=O.[Na+].[Na+].C(O[BH-](OC(=O)C)OC(=O)C)(=O)C.[Na+]. (9) Given the product [C@H:1]12[CH2:25][C@H:4]([N:5]([C:7]3[N:12]=[C:11](/[CH:27]=[CH:26]/[O:28][CH2:29][CH3:30])[N:10]=[C:9]([C:14]4[CH:15]=[C:16]([O:21][CH:22]([F:24])[F:23])[C:17]([NH2:20])=[N:18][CH:19]=4)[CH:8]=3)[CH2:6]1)[CH2:3][O:2]2, predict the reactants needed to synthesize it. The reactants are: [C@H:1]12[CH2:25][C@H:4]([N:5]([C:7]3[N:12]=[C:11](Cl)[N:10]=[C:9]([C:14]4[CH:15]=[C:16]([O:21][CH:22]([F:24])[F:23])[C:17]([NH2:20])=[N:18][CH:19]=4)[CH:8]=3)[CH2:6]1)[CH2:3][O:2]2.[CH2:26]([O:28]/[CH:29]=[CH:30]/B1OC(C)(C)C(C)(C)O1)[CH3:27].C(=O)([O-])[O-].[Cs+].[Cs+]. (10) Given the product [N:12]1([C:2]2[N:11]=[CH:10][C:9]3[C:4](=[CH:5][CH:6]=[CH:7][CH:8]=3)[N:3]=2)[CH2:18][CH2:17][CH2:16][NH:15][CH2:14][CH2:13]1, predict the reactants needed to synthesize it. The reactants are: Cl[C:2]1[N:11]=[CH:10][C:9]2[C:4](=[CH:5][CH:6]=[CH:7][CH:8]=2)[N:3]=1.[NH:12]1[CH2:18][CH2:17][CH2:16][NH:15][CH2:14][CH2:13]1.